From a dataset of Peptide-MHC class I binding affinity with 185,985 pairs from IEDB/IMGT. Regression. Given a peptide amino acid sequence and an MHC pseudo amino acid sequence, predict their binding affinity value. This is MHC class I binding data. (1) The peptide sequence is APRTLVYLL. The MHC is Patr-A0701 with pseudo-sequence Patr-A0701. The binding affinity (normalized) is 0. (2) The peptide sequence is GVDGGWQAL. The MHC is HLA-B27:03 with pseudo-sequence HLA-B27:03. The binding affinity (normalized) is 0.0847.